Dataset: Forward reaction prediction with 1.9M reactions from USPTO patents (1976-2016). Task: Predict the product of the given reaction. Given the reactants [N:1]([CH:4]1[CH2:23][N:8]2[C:9]3[C:14]([C:15]([CH2:16][C:17]([O:19]CCC)=[O:18])=[C:7]2[CH2:6][CH2:5]1)=[CH:13][CH:12]=[CH:11][CH:10]=3)=[N+:2]=[N-:3].[C:24]([CH:26]1[CH2:31][CH2:30][CH2:29][CH2:28][CH2:27]1)#[CH:25], predict the reaction product. The product is: [CH:26]1([C:24]2[N:1]([CH:4]3[CH2:23][N:8]4[C:9]5[C:14]([C:15]([CH2:16][C:17]([OH:19])=[O:18])=[C:7]4[CH2:6][CH2:5]3)=[CH:13][CH:12]=[CH:11][CH:10]=5)[N:2]=[N:3][CH:25]=2)[CH2:31][CH2:30][CH2:29][CH2:28][CH2:27]1.